From a dataset of Catalyst prediction with 721,799 reactions and 888 catalyst types from USPTO. Predict which catalyst facilitates the given reaction. (1) Reactant: C[O:2][C:3](=[O:42])[CH2:4][C@H:5]([OH:41])[CH2:6][C@H:7]([OH:40])[CH2:8][CH2:9][C:10]1[N:11]([CH:37]([CH3:39])[CH3:38])[C:12]([C:29]([N:31]2[CH2:36][CH2:35][CH2:34][CH2:33][CH2:32]2)=[O:30])=[C:13]([C:22]2[CH:27]=[CH:26][C:25]([F:28])=[CH:24][CH:23]=2)[C:14]=1[C:15]1[CH:20]=[CH:19][C:18]([F:21])=[CH:17][CH:16]=1.C(O)C.[OH-].[Na+:47]. Product: [Na+:47].[F:21][C:18]1[CH:17]=[CH:16][C:15]([C:14]2[C:13]([C:22]3[CH:23]=[CH:24][C:25]([F:28])=[CH:26][CH:27]=3)=[C:12]([C:29]([N:31]3[CH2:32][CH2:33][CH2:34][CH2:35][CH2:36]3)=[O:30])[N:11]([CH:37]([CH3:39])[CH3:38])[C:10]=2[CH2:9][CH2:8][C@@H:7]([OH:40])[CH2:6][C@@H:5]([OH:41])[CH2:4][C:3]([O-:42])=[O:2])=[CH:20][CH:19]=1. The catalyst class is: 5. (2) Reactant: [Si]([O:8][CH2:9][CH2:10][N:11]([C:22]1[CH:27]=[CH:26][C:25]([N:28]2[CH2:32][CH2:31][N:30]([CH2:33][C:34]([O:36][CH2:37][CH3:38])=[O:35])[C:29]2=[O:39])=[C:24]([CH3:40])[CH:23]=1)[C:12]([C:14]1[C:15]([Cl:21])=[N:16][CH:17]=[N:18][C:19]=1[Cl:20])=[O:13])(C(C)(C)C)(C)C.Cl.O. Product: [Cl:20][C:19]1[C:14]([C:12]([N:11]([C:22]2[CH:27]=[CH:26][C:25]([N:28]3[CH2:32][CH2:31][N:30]([CH2:33][C:34]([O:36][CH2:37][CH3:38])=[O:35])[C:29]3=[O:39])=[C:24]([CH3:40])[CH:23]=2)[CH2:10][CH2:9][OH:8])=[O:13])=[C:15]([Cl:21])[N:16]=[CH:17][N:18]=1. The catalyst class is: 14. (3) Reactant: [NH2:1][C:2]1[CH:3]=[C:4]2[C:8](=[CH:9][CH:10]=1)[N:7]([C:11]1[CH:16]=[CH:15][CH:14]=[CH:13][CH:12]=1)[C:6]([C:17]([O:19][CH2:20][CH3:21])=[O:18])=[CH:5]2.C(N(CC)CC)C.[CH3:29][C:30]([CH3:36])([CH3:35])[CH2:31][C:32](Cl)=[O:33].Cl. Product: [CH3:29][C:30]([CH3:36])([CH3:35])[CH2:31][C:32]([NH:1][C:2]1[CH:3]=[C:4]2[C:8](=[CH:9][CH:10]=1)[N:7]([C:11]1[CH:16]=[CH:15][CH:14]=[CH:13][CH:12]=1)[C:6]([C:17]([O:19][CH2:20][CH3:21])=[O:18])=[CH:5]2)=[O:33]. The catalyst class is: 476. (4) Reactant: Cl.Cl.[F:3][C:4]1[C:12]([C:13]2[C:21]3[C:20]([NH2:22])=[N:19][CH:18]=[N:17][C:16]=3[N:15]([CH3:23])[CH:14]=2)=[CH:11][CH:10]=[C:9]2[C:5]=1[CH2:6][CH2:7][NH:8]2.[CH3:24][N:25]1[CH:29]=[CH:28][CH:27]=[C:26]1[CH2:30][C:31](O)=[O:32].CN(C(ON1N=NC2C=CC=NC1=2)=[N+](C)C)C.F[P-](F)(F)(F)(F)F.CCN(C(C)C)C(C)C. Product: [F:3][C:4]1[C:12]([C:13]2[C:21]3[C:20]([NH2:22])=[N:19][CH:18]=[N:17][C:16]=3[N:15]([CH3:23])[CH:14]=2)=[CH:11][CH:10]=[C:9]2[C:5]=1[CH2:6][CH2:7][N:8]2[C:31](=[O:32])[CH2:30][C:26]1[N:25]([CH3:24])[CH:29]=[CH:28][CH:27]=1. The catalyst class is: 6. (5) Reactant: Cl[CH2:2][C:3]1[N:8]=[C:7]([C:9]2[CH:14]=[CH:13][CH:12]=[CH:11][N:10]=2)[CH:6]=[CH:5][CH:4]=1.[CH:15]([PH:18][CH:19]([CH3:21])[CH3:20])([CH3:17])[CH3:16].C(N(CC)CC)C. Product: [CH:15]([P:18]([CH2:2][C:3]1[N:8]=[C:7]([C:9]2[CH:14]=[CH:13][CH:12]=[CH:11][N:10]=2)[CH:6]=[CH:5][CH:4]=1)[CH:19]([CH3:21])[CH3:20])([CH3:17])[CH3:16]. The catalyst class is: 5. (6) Reactant: [F:1][C:2]1[CH:7]=[C:6]([C:8]2[C:13]([CH3:14])=[CH:12][C:11]([CH2:15][C:16]([OH:18])=O)=[CH:10][N:9]=2)[CH:5]=[CH:4][N:3]=1.[N:19]1[CH:24]=[CH:23][CH:22]=[C:21]([C:25]2[CH:26]=[CH:27][C:28]([NH2:31])=[N:29][CH:30]=2)[N:20]=1.C(N=C=NC(C)C)(C)C. Product: [F:1][C:2]1[CH:7]=[C:6]([C:8]2[C:13]([CH3:14])=[CH:12][C:11]([CH2:15][C:16]([NH:31][C:28]3[CH:27]=[CH:26][C:25]([C:21]4[N:20]=[N:19][CH:24]=[CH:23][CH:22]=4)=[CH:30][N:29]=3)=[O:18])=[CH:10][N:9]=2)[CH:5]=[CH:4][N:3]=1. The catalyst class is: 2.